This data is from Forward reaction prediction with 1.9M reactions from USPTO patents (1976-2016). The task is: Predict the product of the given reaction. (1) Given the reactants [F:1][C:2]([F:10])([F:9])[C@@H:3]([OH:8])[C:4](C#N)=[O:5].[OH-:11].[Na+].OO.Cl, predict the reaction product. The product is: [F:1][C:2]([F:10])([F:9])[C@@H:3]([OH:8])[C:4]([OH:11])=[O:5]. (2) Given the reactants [NH:1]1[C:5]2[CH:6]=[CH:7][CH:8]=[CH:9][C:4]=2[N:3]=[N:2]1.[OH-].[Na+].[Cl:12][CH2:13][CH2:14][CH2:15][CH2:16][CH2:17]Br, predict the reaction product. The product is: [Cl:12][CH2:13][CH2:14][CH2:15][CH2:16][CH2:17][N:1]1[C:5]2[CH:6]=[CH:7][CH:8]=[CH:9][C:4]=2[N:3]=[N:2]1. (3) Given the reactants [CH2:1]([N:4]([CH3:20])[CH2:5][CH2:6][CH2:7][CH2:8][O:9][C:10]1[CH:11]=[C:12]2[C:16](=[CH:17][CH:18]=1)[NH:15][C:14]([CH3:19])=[CH:13]2)[CH:2]=[CH2:3].F[C:22]1[CH:27]=[CH:26][C:25]([C:28]([F:31])([F:30])[F:29])=[CH:24][CH:23]=1, predict the reaction product. The product is: [CH2:1]([N:4]([CH3:20])[CH2:5][CH2:6][CH2:7][CH2:8][O:9][C:10]1[CH:11]=[C:12]2[C:16](=[CH:17][CH:18]=1)[N:15]([C:22]1[CH:27]=[CH:26][C:25]([C:28]([F:31])([F:30])[F:29])=[CH:24][CH:23]=1)[C:14]([CH3:19])=[CH:13]2)[CH:2]=[CH2:3]. (4) Given the reactants [Cl:1][C:2]1[C:3]2[CH:13]=[CH:12][CH:11]=[CH:10][C:4]=2[S:5][C:6]=1[C:7]([OH:9])=O.C(Cl)(=O)C(Cl)=O.[NH2:20][C:21]1[CH:22]=[C:23]([NH:27][C:28]([C:30]2[O:31][CH:32]=[CH:33][CH:34]=2)=[O:29])[CH:24]=[CH:25][CH:26]=1, predict the reaction product. The product is: [Cl:1][C:2]1[C:3]2[CH:13]=[CH:12][CH:11]=[CH:10][C:4]=2[S:5][C:6]=1[C:7]([NH:20][C:21]1[CH:22]=[C:23]([NH:27][C:28]([C:30]2[O:31][CH:32]=[CH:33][CH:34]=2)=[O:29])[CH:24]=[CH:25][CH:26]=1)=[O:9]. (5) Given the reactants [CH3:1][C:2]1[N:3]([CH2:7][O:8][CH2:9][CH2:10][Si:11]([CH3:14])([CH3:13])[CH3:12])[CH:4]=[CH:5][N:6]=1.C([Li])CCC.[O:20]=[C:21]1[CH2:24][N:23](C(OC(C)(C)C)=O)[CH2:22]1, predict the reaction product. The product is: [CH3:14][Si:11]([CH3:13])([CH3:12])[CH2:10][CH2:9][O:8][CH2:7][N:3]1[CH:4]=[CH:5][N:6]=[C:2]1[CH2:1][C:21]1([OH:20])[CH2:24][NH:23][CH2:22]1. (6) Given the reactants [OH:1][CH2:2][C@H:3]1[CH2:7][CH2:6][C@@H:5]([NH:8][C:9](=[O:15])[O:10][C:11]([CH3:14])([CH3:13])[CH3:12])[CH2:4]1.[H-].[Na+].[CH2:18](Br)[C:19]1[CH:24]=[CH:23][CH:22]=[CH:21][CH:20]=1.O, predict the reaction product. The product is: [CH2:18]([O:1][CH2:2][C@H:3]1[CH2:7][CH2:6][C@@H:5]([NH:8][C:9](=[O:15])[O:10][C:11]([CH3:12])([CH3:14])[CH3:13])[CH2:4]1)[C:19]1[CH:24]=[CH:23][CH:22]=[CH:21][CH:20]=1. (7) Given the reactants [CH3:1][C:2]1[CH:7]=[CH:6][C:5]([S:8]([O:11][CH2:12][CH:13]2[CH2:17][C:16]3[CH:18]=[CH:19][CH:20]=[C:21](Br)[C:15]=3[O:14]2)(=[O:10])=[O:9])=[CH:4][CH:3]=1.[CH3:23][C:24]1[CH:25]=[C:26](B(O)O)[CH:27]=[CH:28][CH:29]=1.CC(C)([O-])C.[K+].CC1C=CC(S(OCC2CC3C(C4C=CC=CC=4)=CC=CC=3O2)(=O)=O)=CC=1, predict the reaction product. The product is: [CH3:1][C:2]1[CH:7]=[CH:6][C:5]([S:8]([O:11][CH2:12][CH:13]2[CH2:17][C:16]3[CH:18]=[CH:19][CH:20]=[C:21]([C:29]4[CH:28]=[CH:27][CH:26]=[CH:25][C:24]=4[CH3:23])[C:15]=3[O:14]2)(=[O:10])=[O:9])=[CH:4][CH:3]=1. (8) Given the reactants C(OC([NH:8][C@@H:9]([CH2:21][C:22]1[C:30]2[C:25](=[CH:26][CH:27]=[CH:28][CH:29]=2)[N:24]([CH2:31][CH2:32][CH2:33][CH2:34][CH3:35])[CH:23]=1)[C:10]([NH:12][O:13]CC1C=CC=CC=1)=[O:11])=O)(C)(C)C, predict the reaction product. The product is: [NH2:8][C@@H:9]([CH2:21][C:22]1[C:30]2[C:25](=[CH:26][CH:27]=[CH:28][CH:29]=2)[N:24]([CH2:31][CH2:32][CH2:33][CH2:34][CH3:35])[CH:23]=1)[C:10]([NH:12][OH:13])=[O:11]. (9) Given the reactants Br[C:2]1[C:3]([C:20]2[N:24]3[CH:25]=[CH:26][CH:27]=[C:28]([CH3:29])[C:23]3=[N:22][CH:21]=2)=[N:4][C:5]([N:8]([C@H:12]([C:14]2[CH:19]=[CH:18][CH:17]=[CH:16][CH:15]=2)[CH3:13])[C:9](=[O:11])[CH3:10])=[N:6][CH:7]=1.C1(P(C2C=CC=CC=2)C2C3OC4C(=CC=CC=4P(C4C=CC=CC=4)C4C=CC=CC=4)C(C)(C)C=3C=CC=2)C=CC=CC=1.C(=O)([O-])[O-].[Cs+].[Cs+].[CH3:78][N:79]1[CH2:84][CH2:83][NH:82][CH2:81][CH2:80]1.C(=O)([O-])O.[Na+], predict the reaction product. The product is: [CH3:29][C:28]1[C:23]2[N:24]([C:20]([C:3]3[C:2]([N:82]4[CH2:83][CH2:84][N:79]([CH3:78])[CH2:80][CH2:81]4)=[CH:7][N:6]=[C:5]([N:8]([C@H:12]([C:14]4[CH:19]=[CH:18][CH:17]=[CH:16][CH:15]=4)[CH3:13])[C:9](=[O:11])[CH3:10])[N:4]=3)=[CH:21][N:22]=2)[CH:25]=[CH:26][CH:27]=1.